Task: Predict the reaction yield, written as a fraction of the theoretical maximum amount of product (1.0 means a 100% yield; for example, 0.34 means a 34% yield).. Dataset: Reaction yield outcomes from USPTO patents with 853,638 reactions (1) The reactants are Br[C:2]1[CH:3]=[C:4]2[C:9](=[CH:10][C:11]=1[O:12][CH:13]1[CH2:18][CH2:17][N:16]([C:19]([O:21]C(C)(C)C)=[O:20])[CH2:15][CH2:14]1)[N:8]=[C:7]([NH:26][C:27]1[CH:32]=[CH:31][CH:30]=[C:29]([C:33]3[O:37][CH:36]=[N:35][CH:34]=3)[CH:28]=1)[N:6]=[CH:5]2.[CH2:38]([OH:41])[C:39]#[CH:40]. The catalyst is N1CCCC1. The product is [OH:41][CH2:38][C:39]#[C:40][C:2]1[CH:3]=[C:4]2[C:5](=[CH:10][C:11]=1[O:12][CH:13]1[CH2:14][CH2:15][N:16]([C:19]([O:21][CH2:3][CH2:2][CH2:11][CH3:10])=[O:20])[CH2:17][CH2:18]1)[N:6]=[C:7]([NH:26][C:27]1[CH:32]=[CH:31][CH:30]=[C:29]([C:33]3[O:37][CH:36]=[N:35][CH:34]=3)[CH:28]=1)[N:8]=[CH:9]2. The yield is 0.400. (2) The reactants are [F:1][C:2]1[C:8]([C:9]2[CH:10]=[N:11][N:12]([CH3:14])[CH:13]=2)=[CH:7][CH:6]=[CH:5][C:3]=1[NH2:4].Br[C:16]1[C:20]2[CH2:21][N:22]([C:25](=[O:27])[CH3:26])[CH2:23][CH2:24][C:19]=2[N:18]([CH2:28][CH:29]2[CH2:31][CH2:30]2)[N:17]=1.CC([O-])(C)C.[Na+].C1(P(C2CCCCC2)C2C(OC)=CC=C(OC)C=2C2C(C(C)C)=CC(C(C)C)=CC=2C(C)C)CCCCC1. The catalyst is O1CCOCC1.NCCC1C=CC=CC=1[Pd].ClC1C(P(C2CCCCC2)C2CCCCC2)=C(C2C(OC(C)C)=CC=CC=2OC(C)C)C=CC=1. The product is [CH:29]1([CH2:28][N:18]2[C:19]3[CH2:24][CH2:23][N:22]([C:25](=[O:27])[CH3:26])[CH2:21][C:20]=3[C:16]([NH:4][C:3]3[CH:5]=[CH:6][CH:7]=[C:8]([C:9]4[CH:10]=[N:11][N:12]([CH3:14])[CH:13]=4)[C:2]=3[F:1])=[N:17]2)[CH2:30][CH2:31]1. The yield is 0.220. (3) The reactants are [Cl:1][C:2]1[CH:7]=[CH:6][CH:5]=[CH:4][C:3]=1[N:8]1[C:17](=[O:18])[C:16]2[C:11](=[CH:12][CH:13]=[C:14]([F:19])[CH:15]=2)[N:10]=[C:9]1[CH:20]=O.[NH2:22][C:23]1[CH:28]=[CH:27][CH:26]=[C:25]([CH3:29])[N:24]=1.C(O)=O.C(=O)(O)[O-].[Na+]. The catalyst is CO.C(O)C.[Pd]. The product is [Cl:1][C:2]1[CH:7]=[CH:6][CH:5]=[CH:4][C:3]=1[N:8]1[C:17](=[O:18])[C:16]2[C:11](=[CH:12][CH:13]=[C:14]([F:19])[CH:15]=2)[N:10]=[C:9]1[CH2:20][NH:22][C:23]1[CH:28]=[CH:27][CH:26]=[C:25]([CH3:29])[N:24]=1. The yield is 0.820. (4) The reactants are C(OC([N:8]1[CH2:12][CH2:11][S:10][C@H:9]1[C:13]([O:15][C@H:16]([C:27]1[CH:32]=[CH:31][C:30]([O:33][CH:34]([F:36])[F:35])=[C:29]([O:37][CH3:38])[CH:28]=1)[CH2:17][C:18]1[C:23]([Cl:24])=[CH:22][N+:21]([O-:25])=[CH:20][C:19]=1[Cl:26])=[O:14])=O)(C)(C)C.Cl. The catalyst is CCOC(C)=O. The product is [ClH:24].[Cl:26][C:19]1[CH:20]=[N+:21]([O-:25])[CH:22]=[C:23]([Cl:24])[C:18]=1[CH2:17][C@@H:16]([C:27]1[CH:32]=[CH:31][C:30]([O:33][CH:34]([F:36])[F:35])=[C:29]([O:37][CH3:38])[CH:28]=1)[O:15][C:13]([C@H:9]1[NH:8][CH2:12][CH2:11][S:10]1)=[O:14]. The yield is 0.970. (5) The reactants are [C:1]1(=[C:8]([C:22]2[CH:27]=[CH:26][C:25]([OH:28])=[CH:24][CH:23]=2)[C:9]2[CH:14]=[CH:13][C:12]([O:15][CH2:16][C:17](OCC)=[O:18])=[CH:11][CH:10]=2)[CH2:7][CH2:6][CH2:5][CH2:4][CH2:3][CH2:2]1.[H-].[H-].[H-].[H-].[Li+].[Al+3]. The catalyst is C1COCC1. The product is [C:1]1(=[C:8]([C:9]2[CH:14]=[CH:13][C:12]([O:15][CH2:16][CH2:17][OH:18])=[CH:11][CH:10]=2)[C:22]2[CH:27]=[CH:26][C:25]([OH:28])=[CH:24][CH:23]=2)[CH2:2][CH2:3][CH2:4][CH2:5][CH2:6][CH2:7]1. The yield is 0.860. (6) The reactants are C([O:9][C@@H:10]1[C@H:14]([CH2:15][O:16]C(=O)C2C=CC=CC=2)[O:13][C@H:12]([N:25]2[CH:32]=[C:31]([F:33])[C:29](=[O:30])[NH:28][C:26]2=[O:27])[CH2:11]1)(=O)C1C=CC=CC=1. The catalyst is CO.O. The product is [C@H:12]1([N:25]2[CH:32]=[C:31]([F:33])[C:29](=[O:30])[NH:28][C:26]2=[O:27])[O:13][C@@H:14]([CH2:15][OH:16])[C@@H:10]([OH:9])[CH2:11]1. The yield is 0.850.